This data is from Catalyst prediction with 721,799 reactions and 888 catalyst types from USPTO. The task is: Predict which catalyst facilitates the given reaction. (1) Reactant: [CH3:1][C:2]1[C:19]([CH2:20][C:21]2[CH:26]=[CH:25][CH:24]=[C:23]([C:27]([F:30])([F:29])[F:28])[C:22]=2[CH3:31])=[C:5]2[N:6]=[C:7]([N:13]3[CH2:18][CH2:17][O:16][CH2:15][CH2:14]3)[CH:8]=[C:9]([C:10]([NH2:12])=O)[N:4]2[N:3]=1.S(Cl)(Cl)=O.O. Product: [CH3:1][C:2]1[C:19]([CH2:20][C:21]2[CH:26]=[CH:25][CH:24]=[C:23]([C:27]([F:30])([F:28])[F:29])[C:22]=2[CH3:31])=[C:5]2[N:6]=[C:7]([N:13]3[CH2:18][CH2:17][O:16][CH2:15][CH2:14]3)[CH:8]=[C:9]([C:10]#[N:12])[N:4]2[N:3]=1. The catalyst class is: 9. (2) Reactant: [N+:1]([C:4]1[CH:5]=[N:6][CH:7]=[CH:8][C:9]=1[NH:10][CH:11]1[CH2:16][CH2:15][N:14]([C:17]([O:19][C:20]([CH3:23])([CH3:22])[CH3:21])=[O:18])[CH2:13][CH2:12]1)([O-])=O. Product: [NH2:1][C:4]1[CH:5]=[N:6][CH:7]=[CH:8][C:9]=1[NH:10][CH:11]1[CH2:16][CH2:15][N:14]([C:17]([O:19][C:20]([CH3:23])([CH3:22])[CH3:21])=[O:18])[CH2:13][CH2:12]1. The catalyst class is: 43.